Dataset: Forward reaction prediction with 1.9M reactions from USPTO patents (1976-2016). Task: Predict the product of the given reaction. (1) Given the reactants [C:1]([C:5]1[N:10]=[CH:9][C:8]([C:11]2[N:12]([C:32](Cl)=[O:33])[C@@:13]([C:25]3[CH:30]=[CH:29][C:28]([Cl:31])=[CH:27][CH:26]=3)([CH3:24])[C@@:14]([C:17]3[CH:22]=[CH:21][C:20]([Cl:23])=[CH:19][CH:18]=3)([CH3:16])[N:15]=2)=[C:7]([O:35][CH2:36][CH3:37])[CH:6]=1)([CH3:4])([CH3:3])[CH3:2].[OH:38][CH:39]1[CH2:44][CH2:43][CH2:42][NH:41][CH2:40]1, predict the reaction product. The product is: [C:1]([C:5]1[N:10]=[CH:9][C:8]([C:11]2[N:12]([C:32]([N:41]3[CH2:42][CH2:43][CH2:44][CH:39]([OH:38])[CH2:40]3)=[O:33])[C@@:13]([C:25]3[CH:26]=[CH:27][C:28]([Cl:31])=[CH:29][CH:30]=3)([CH3:24])[C@@:14]([C:17]3[CH:18]=[CH:19][C:20]([Cl:23])=[CH:21][CH:22]=3)([CH3:16])[N:15]=2)=[C:7]([O:35][CH2:36][CH3:37])[CH:6]=1)([CH3:4])([CH3:2])[CH3:3]. (2) The product is: [C:12]1([C:18]2([C:24]#[N:25])[CH2:19][CH2:20][N:21]([S:8]([C:5]3[CH:6]=[CH:7][C:2]([CH3:1])=[CH:3][CH:4]=3)(=[O:10])=[O:9])[CH2:22][CH2:23]2)[CH:13]=[CH:14][CH:15]=[CH:16][CH:17]=1. Given the reactants [CH3:1][C:2]1[CH:7]=[CH:6][C:5]([S:8](Cl)(=[O:10])=[O:9])=[CH:4][CH:3]=1.[C:12]1([C:18]2([C:24]#[N:25])[CH2:23][CH2:22][NH:21][CH2:20][CH2:19]2)[CH:17]=[CH:16][CH:15]=[CH:14][CH:13]=1.C(N(CC)CC)C.O, predict the reaction product. (3) Given the reactants [CH2:1]([N:8]([CH2:22][CH2:23][NH:24][CH2:25][CH2:26][C:27]1[C:35]2[S:34][C:33](=[O:36])[NH:32][C:31]=2[C:30]([OH:37])=[CH:29][CH:28]=1)[C:9](=O)[CH2:10][CH2:11][O:12][CH2:13][CH2:14][C:15]1[CH:20]=[CH:19][CH:18]=[CH:17][CH:16]=1)[C:2]1[CH:7]=[CH:6][CH:5]=[CH:4][CH:3]=1.B.[CH3:39]O, predict the reaction product. The product is: [OH:37][C:30]1[C:31]2[NH:32][C:33](=[O:36])[S:34][C:35]=2[C:27]([CH2:26][CH2:25][NH:24][CH2:23][CH2:22][N:8]([CH2:9][CH2:10][CH2:11][O:12][CH2:13][CH2:14][C:15]2[CH:20]=[CH:19][CH:18]=[CH:17][CH:16]=2)[CH2:1][CH2:2][C:7]2[CH:6]=[CH:5][CH:4]=[CH:3][CH:39]=2)=[CH:28][CH:29]=1.